Task: Predict the reactants needed to synthesize the given product.. Dataset: Full USPTO retrosynthesis dataset with 1.9M reactions from patents (1976-2016) (1) Given the product [CH2:28]([N:30]1[CH:34]=[C:33]([C:2]2[CH:3]=[CH:4][C:5]([N:8]([CH3:27])[C:9]([N:11]3[CH2:16][CH2:15][CH:14]([C:17](=[O:26])[C:18]4[CH:23]=[CH:22][C:21]([O:24][CH3:25])=[CH:20][CH:19]=4)[CH2:13][CH2:12]3)=[O:10])=[CH:6][CH:7]=2)[CH:32]=[N:31]1)[CH3:29], predict the reactants needed to synthesize it. The reactants are: Br[C:2]1[CH:7]=[CH:6][C:5]([N:8]([CH3:27])[C:9]([N:11]2[CH2:16][CH2:15][CH:14]([C:17](=[O:26])[C:18]3[CH:23]=[CH:22][C:21]([O:24][CH3:25])=[CH:20][CH:19]=3)[CH2:13][CH2:12]2)=[O:10])=[CH:4][CH:3]=1.[CH2:28]([N:30]1[CH:34]=[C:33](B2OC(C)(C)C(C)(C)O2)[CH:32]=[N:31]1)[CH3:29].C(=O)([O-])[O-].[Cs+].[Cs+].ClCCl. (2) Given the product [Cl:22][C:23]1[CH:24]=[C:25]([N:29]2[CH2:34][CH2:33][N:32]([C:2]3[C:3]([C:16]4[CH:21]=[CH:20][CH:19]=[CH:18][CH:17]=4)=[N:4][C:5]4[C:10]([N:11]=3)=[CH:9][C:8]([C:12]([O:14][CH3:15])=[O:13])=[CH:7][CH:6]=4)[CH2:31][CH2:30]2)[CH:26]=[CH:27][CH:28]=1, predict the reactants needed to synthesize it. The reactants are: Br[C:2]1[C:3]([C:16]2[CH:21]=[CH:20][CH:19]=[CH:18][CH:17]=2)=[N:4][C:5]2[C:10]([N:11]=1)=[CH:9][C:8]([C:12]([O:14][CH3:15])=[O:13])=[CH:7][CH:6]=2.[Cl:22][C:23]1[CH:24]=[C:25]([N:29]2[CH2:34][CH2:33][NH:32][CH2:31][CH2:30]2)[CH:26]=[CH:27][CH:28]=1.CCN(C(C)C)C(C)C. (3) The reactants are: [ClH:1].[NH:2]1[C@@H:10]2[C@H:5]([CH2:6][CH2:7][CH2:8][CH2:9]2)[CH2:4][C@H:3]1[C:11]([O:13]CC)=[O:12].Cl. Given the product [ClH:1].[NH:2]1[C@@H:10]2[C@H:5]([CH2:6][CH2:7][CH2:8][CH2:9]2)[CH2:4][C@H:3]1[C:11]([OH:13])=[O:12], predict the reactants needed to synthesize it. (4) Given the product [OH:5][C:6]1[CH:43]=[CH:42][CH:41]=[CH:40][C:7]=1[C:8]([O:10][CH2:11][CH2:12][NH:13][C:14](=[O:39])[CH:15]([O:18][CH2:19][CH2:20][CH2:21][CH2:22]/[CH:23]=[CH:24]\[CH2:25]/[CH:26]=[CH:27]\[CH2:28]/[CH:29]=[CH:30]\[CH2:31]/[CH:32]=[CH:33]\[CH2:34]/[CH:35]=[CH:36]\[CH2:37][CH3:38])[CH2:16][CH3:17])=[O:9], predict the reactants needed to synthesize it. The reactants are: N.C([O:5][C:6]1[CH:43]=[CH:42][CH:41]=[CH:40][C:7]=1[C:8]([O:10][CH2:11][CH2:12][NH:13][C:14](=[O:39])[CH:15]([O:18][CH2:19][CH2:20][CH2:21][CH2:22]/[CH:23]=[CH:24]\[CH2:25]/[CH:26]=[CH:27]\[CH2:28]/[CH:29]=[CH:30]\[CH2:31]/[CH:32]=[CH:33]\[CH2:34]/[CH:35]=[CH:36]\[CH2:37][CH3:38])[CH2:16][CH3:17])=[O:9])(=O)C.